This data is from Reaction yield outcomes from USPTO patents with 853,638 reactions. The task is: Predict the reaction yield, written as a fraction of the theoretical maximum amount of product (1.0 means a 100% yield; for example, 0.34 means a 34% yield). (1) The product is [CH2:10]([O:12][C:13]([C:15]1[C:20]([O:21][CH2:22][CH3:23])=[C:19]([N:24]2[CH2:25][CH2:26][O:27][CH2:28][CH2:29]2)[N:18]=[C:17]([C:30]2[CH:31]=[CH:32][C:33]([NH:36][C:8]([NH:7][C:1]3[CH:6]=[CH:5][CH:4]=[CH:3][CH:2]=3)=[O:9])=[CH:34][CH:35]=2)[N:16]=1)=[O:14])[CH3:11]. The yield is 0.830. The reactants are [C:1]1([N:7]=[C:8]=[O:9])[CH:6]=[CH:5][CH:4]=[CH:3][CH:2]=1.[CH2:10]([O:12][C:13]([C:15]1[C:20]([O:21][CH2:22][CH3:23])=[C:19]([N:24]2[CH2:29][CH2:28][O:27][CH2:26][CH2:25]2)[N:18]=[C:17]([C:30]2[CH:35]=[CH:34][C:33]([NH2:36])=[CH:32][CH:31]=2)[N:16]=1)=[O:14])[CH3:11]. The catalyst is C1(C)C=CC=CC=1. (2) The reactants are [CH3:1][O:2][C:3]1[CH:8]=[CH:7][C:6]([OH:9])=[CH:5][CH:4]=1.F[C:11]1[CH:16]=[CH:15][C:14]([F:17])=[CH:13][C:12]=1[N+:18]([O-:20])=[O:19].[F:21][C:22]1[CH:23]=[CH:24][C:25]([O:29][C:30]2[CH:35]=[CH:34][C:33]([O:36][CH3:37])=[CH:32][CH:31]=2)=[C:26]([CH:28]=1)[NH2:27].[NH2:38][C:39]1[S:40][CH:41]=[CH:42][N:43]=1. No catalyst specified. The product is [F:17][C:14]1[CH:15]=[CH:16][C:11]([O:9][C:6]2[CH:7]=[CH:8][C:3]([O:2][CH3:1])=[CH:4][CH:5]=2)=[C:12]([N+:18]([O-:20])=[O:19])[CH:13]=1.[F:21][C:22]1[CH:23]=[CH:24][C:25]([O:29][C:30]2[CH:35]=[CH:34][C:33]([O:36][CH3:37])=[CH:32][CH:31]=2)=[C:26]([NH:27][C:6]([NH:38][C:39]2[S:40][CH:41]=[CH:42][N:43]=2)=[O:9])[CH:28]=1. The yield is 0.800.